Regression. Given two drug SMILES strings and cell line genomic features, predict the synergy score measuring deviation from expected non-interaction effect. From a dataset of NCI-60 drug combinations with 297,098 pairs across 59 cell lines. (1) Drug 1: C1CN1P(=S)(N2CC2)N3CC3. Drug 2: C1CC(=O)NC(=O)C1N2C(=O)C3=CC=CC=C3C2=O. Cell line: SW-620. Synergy scores: CSS=12.6, Synergy_ZIP=-3.97, Synergy_Bliss=-0.424, Synergy_Loewe=-5.14, Synergy_HSA=-0.605. (2) Drug 1: COC1=C(C=C2C(=C1)N=CN=C2NC3=CC(=C(C=C3)F)Cl)OCCCN4CCOCC4. Drug 2: C1CN(P(=O)(OC1)NCCCl)CCCl. Cell line: SN12C. Synergy scores: CSS=26.6, Synergy_ZIP=-6.52, Synergy_Bliss=3.93, Synergy_Loewe=-19.4, Synergy_HSA=3.55.